This data is from Merck oncology drug combination screen with 23,052 pairs across 39 cell lines. The task is: Regression. Given two drug SMILES strings and cell line genomic features, predict the synergy score measuring deviation from expected non-interaction effect. (1) Drug 1: NC(=O)c1cccc2cn(-c3ccc(C4CCCNC4)cc3)nc12. Drug 2: CNC(=O)c1cc(Oc2ccc(NC(=O)Nc3ccc(Cl)c(C(F)(F)F)c3)cc2)ccn1. Cell line: HCT116. Synergy scores: synergy=0.218. (2) Drug 1: CN(C)C(=N)N=C(N)N. Cell line: LNCAP. Drug 2: CNC(=O)c1cc(Oc2ccc(NC(=O)Nc3ccc(Cl)c(C(F)(F)F)c3)cc2)ccn1. Synergy scores: synergy=10.9. (3) Drug 1: O=C(CCCCCCC(=O)Nc1ccccc1)NO. Drug 2: C#Cc1cccc(Nc2ncnc3cc(OCCOC)c(OCCOC)cc23)c1. Cell line: MDAMB436. Synergy scores: synergy=12.2.